This data is from Reaction yield outcomes from USPTO patents with 853,638 reactions. The task is: Predict the reaction yield, written as a fraction of the theoretical maximum amount of product (1.0 means a 100% yield; for example, 0.34 means a 34% yield). (1) The reactants are [C:1]([C:9]1[CH:10]=[N:11][C:12]2[C:17]([C:18]=1[C:19]1[CH:20]=[C:21]([CH:33]=[CH:34][CH:35]=1)[O:22][CH2:23][C:24]1[CH:29]=[CH:28][C:27]([CH2:30][C:31]#[N:32])=[CH:26][CH:25]=1)=[CH:16][CH:15]=[CH:14][C:13]=2[C:36]([F:39])([F:38])[F:37])(=[O:8])[C:2]1[CH:7]=[CH:6][CH:5]=[CH:4][CH:3]=1.[N-:40]=[N+:41]=[N-:42].[Na+].[NH4+].[Cl-].O. The catalyst is CN(C=O)C. The product is [C:2]1([C:1]([C:9]2[CH:10]=[N:11][C:12]3[C:17]([C:18]=2[C:19]2[CH:35]=[CH:34][CH:33]=[C:21]([O:22][CH2:23][C:24]4[CH:29]=[CH:28][C:27]([CH2:30][C:31]5[NH:42][N:41]=[N:40][N:32]=5)=[CH:26][CH:25]=4)[CH:20]=2)=[CH:16][CH:15]=[CH:14][C:13]=3[C:36]([F:38])([F:37])[F:39])=[O:8])[CH:3]=[CH:4][CH:5]=[CH:6][CH:7]=1. The yield is 0.220. (2) The reactants are [OH:1][CH2:2][C:3]1[C:12]([C:13]2[CH:18]=[CH:17][C:16]([O:19][CH2:20][O:21][CH3:22])=[CH:15][C:14]=2[O:23][CH3:24])=[CH:11][CH:10]=[C:9]2[C:4]=1[C:5]([CH3:27])=[CH:6][C:7]([CH3:26])([CH3:25])[NH:8]2.[F:28][C:29]1[CH:30]=[CH:31][C:32]([CH3:36])=[C:33](O)[CH:34]=1.C(P(CCCC)CCCC)CCC.N(C(N1CCCCC1)=O)=NC(N1CCCCC1)=O. The catalyst is C1C=CC=CC=1.CCCCCC. The product is [F:28][C:29]1[CH:34]=[CH:33][C:32]([CH3:36])=[C:31]([CH:30]=1)[O:1][CH2:2][C:3]1[C:12]([C:13]2[CH:18]=[CH:17][C:16]([O:19][CH2:20][O:21][CH3:22])=[CH:15][C:14]=2[O:23][CH3:24])=[CH:11][CH:10]=[C:9]2[C:4]=1[C:5]([CH3:27])=[CH:6][C:7]([CH3:26])([CH3:25])[NH:8]2. The yield is 0.620. (3) The reactants are C([O:3][C:4]([C:6]1[O:7][C:8]2[CH:15]=[CH:14][CH:13]=[C:12]([C:16]#[N:17])[C:9]=2[C:10]=1[CH3:11])=[O:5])C.CO.[Li+].[OH-]. The catalyst is C1COCC1. The product is [C:16]([C:12]1[C:9]2[C:10]([CH3:11])=[C:6]([C:4]([OH:5])=[O:3])[O:7][C:8]=2[CH:15]=[CH:14][CH:13]=1)#[N:17]. The yield is 1.00. (4) The reactants are [NH:1]([C:8]1[N:9]([C:22]2[CH:27]=[CH:26][CH:25]=[CH:24][CH:23]=2)[C:10]2[C:15]([C:16](=[O:18])[CH:17]=1)=[CH:14][C:13]([F:19])=[C:12]([CH2:20][OH:21])[N:11]=2)[C:2]1[CH:7]=[CH:6][CH:5]=[CH:4][CH:3]=1. The catalyst is C(Cl)(Cl)Cl.O=[Mn]=O. The product is [NH:1]([C:8]1[N:9]([C:22]2[CH:23]=[CH:24][CH:25]=[CH:26][CH:27]=2)[C:10]2[N:11]=[C:12]([CH:20]=[O:21])[C:13]([F:19])=[CH:14][C:15]=2[C:16](=[O:18])[CH:17]=1)[C:2]1[CH:7]=[CH:6][CH:5]=[CH:4][CH:3]=1. The yield is 0.150. (5) The reactants are [CH2:1]([C:9]1[N:14]=[N:13][C:12]([NH2:15])=[CH:11][CH:10]=1)[CH2:2][C:3]1[CH:8]=[CH:7][CH:6]=[CH:5][CH:4]=1.CO[CH:18](OC)[N:19]([CH3:21])[CH3:20]. The catalyst is C1(C)C=CC=CC=1. The product is [CH3:18][N:19]([CH3:21])[CH:20]=[N:15][C:12]1[N:13]=[N:14][C:9]([CH2:1][CH2:2][C:3]2[CH:8]=[CH:7][CH:6]=[CH:5][CH:4]=2)=[CH:10][CH:11]=1. The yield is 0.463. (6) The reactants are Br[C:2]1[N:10]([C:11]2[CH:16]=[CH:15][CH:14]=[CH:13][C:12]=2[Cl:17])[C:9]2[CH2:8][CH2:7][N:6]([N:18]3[CH2:23][CH2:22][CH2:21][CH2:20][CH2:19]3)[C:5](=[O:24])[C:4]=2[C:3]=1[CH3:25].[OH:26][C:27]1[CH:32]=[CH:31][C:30](B(O)O)=[CH:29][CH:28]=1.C([O-])([O-])=O.[Na+].[Na+]. The catalyst is COCCOC.C1C=CC([P]([Pd]([P](C2C=CC=CC=2)(C2C=CC=CC=2)C2C=CC=CC=2)([P](C2C=CC=CC=2)(C2C=CC=CC=2)C2C=CC=CC=2)[P](C2C=CC=CC=2)(C2C=CC=CC=2)C2C=CC=CC=2)(C2C=CC=CC=2)C2C=CC=CC=2)=CC=1. The product is [Cl:17][C:12]1[CH:13]=[CH:14][CH:15]=[CH:16][C:11]=1[N:10]1[C:9]2[CH2:8][CH2:7][N:6]([N:18]3[CH2:23][CH2:22][CH2:21][CH2:20][CH2:19]3)[C:5](=[O:24])[C:4]=2[C:3]([CH3:25])=[C:2]1[C:30]1[CH:31]=[CH:32][C:27]([OH:26])=[CH:28][CH:29]=1. The yield is 0.550. (7) The reactants are [N+:1]([C:4]1[CH:5]=[N:6][NH:7][CH:8]=1)([O-:3])=[O:2].[H-].[Na+].[CH2:11]([O:13][C:14](=[O:19])[CH2:15][CH2:16][CH2:17]Br)[CH3:12].O. The catalyst is C1COCC1. The yield is 0.990. The product is [N+:1]([C:4]1[CH:5]=[N:6][N:7]([CH2:17][CH2:16][CH2:15][C:14]([O:13][CH2:11][CH3:12])=[O:19])[CH:8]=1)([O-:3])=[O:2]. (8) The reactants are C[O:2][C:3]([C:5]1[S:9][C:8]([N:10]2[C:14]3[CH:15]=[C:16]([O:21][CH3:22])[C:17]([O:19][CH3:20])=[CH:18][C:13]=3[N:12]=[CH:11]2)=[N:7][C:6]=1Br)=[O:4].[Cl:24][C:25]1[CH:26]=[C:27](B(O)O)[CH:28]=[CH:29][CH:30]=1. No catalyst specified. The product is [Cl:24][C:25]1[CH:30]=[C:29]([C:6]2[N:7]=[C:8]([N:10]3[C:14]4[CH:15]=[C:16]([O:21][CH3:22])[C:17]([O:19][CH3:20])=[CH:18][C:13]=4[N:12]=[CH:11]3)[S:9][C:5]=2[C:3]([OH:2])=[O:4])[CH:28]=[CH:27][CH:26]=1. The yield is 0.210.